From a dataset of Catalyst prediction with 721,799 reactions and 888 catalyst types from USPTO. Predict which catalyst facilitates the given reaction. Reactant: C([Li])CCC.Br[C:7]1[C:12]([CH2:13][OH:14])=[CH:11][CH:10]=[CH:9][N:8]=1.[C:15]([N:22]1[CH2:27][CH2:26][C:25](=[O:28])[CH2:24][CH2:23]1)([O:17][C:18]([CH3:21])([CH3:20])[CH3:19])=[O:16]. Product: [OH:28][C:25]1([C:7]2[C:12]([CH2:13][OH:14])=[CH:11][CH:10]=[CH:9][N:8]=2)[CH2:24][CH2:23][N:22]([C:15]([O:17][C:18]([CH3:21])([CH3:20])[CH3:19])=[O:16])[CH2:27][CH2:26]1. The catalyst class is: 365.